This data is from Reaction yield outcomes from USPTO patents with 853,638 reactions. The task is: Predict the reaction yield, written as a fraction of the theoretical maximum amount of product (1.0 means a 100% yield; for example, 0.34 means a 34% yield). The reactants are [F:1][C:2]1[C:7]([NH2:8])=[CH:6][CH:5]=[C:4]([F:9])[C:3]=1[NH:10][C:11]1[C:16]([C:17]2[N:25]=[CH:24][N:23]=[C:22]3[C:18]=2[N:19]=[CH:20][N:21]3[CH:26]2[CH2:31][CH2:30][CH2:29][CH2:28][O:27]2)=[CH:15][CH:14]=[CH:13][N:12]=1.[S:32]1[CH:36]=[CH:35][C:34]([S:37](Cl)(=[O:39])=[O:38])=[CH:33]1.N1C=CC=CC=1. The catalyst is ClCCl. The product is [F:1][C:2]1[C:3]([NH:10][C:11]2[C:16]([C:17]3[N:25]=[CH:24][N:23]=[C:22]4[C:18]=3[N:19]=[CH:20][N:21]4[CH:26]3[CH2:31][CH2:30][CH2:29][CH2:28][O:27]3)=[CH:15][CH:14]=[CH:13][N:12]=2)=[C:4]([F:9])[CH:5]=[CH:6][C:7]=1[NH:8][S:37]([C:34]1[CH:35]=[CH:36][S:32][CH:33]=1)(=[O:39])=[O:38]. The yield is 0.940.